Task: Predict the reaction yield, written as a fraction of the theoretical maximum amount of product (1.0 means a 100% yield; for example, 0.34 means a 34% yield).. Dataset: Reaction yield outcomes from USPTO patents with 853,638 reactions The reactants are [Cl:1][C:2]1[C:7]([C:8]([OH:10])=O)=[CH:6][CH:5]=[C:4]([C:11]2[CH:16]=[C:15]([O:17][CH2:18][CH:19]([CH3:21])[CH3:20])[CH:14]=[C:13]([F:22])[CH:12]=2)[N:3]=1.C1N=CN(C(N2C=NC=C2)=O)C=1.[NH2:35][C:36]1[N:41]=[C:40]([S:42]([NH2:45])(=[O:44])=[O:43])[CH:39]=[CH:38][CH:37]=1.[H-].[Na+]. The catalyst is CN(C=O)C. The product is [NH2:35][C:36]1[N:41]=[C:40]([S:42]([NH:45][C:8]([C:7]2[C:2]([Cl:1])=[N:3][C:4]([C:11]3[CH:16]=[C:15]([O:17][CH2:18][CH:19]([CH3:21])[CH3:20])[CH:14]=[C:13]([F:22])[CH:12]=3)=[CH:5][CH:6]=2)=[O:10])(=[O:44])=[O:43])[CH:39]=[CH:38][CH:37]=1. The yield is 8.87.